From a dataset of Peptide-MHC class I binding affinity with 185,985 pairs from IEDB/IMGT. Regression. Given a peptide amino acid sequence and an MHC pseudo amino acid sequence, predict their binding affinity value. This is MHC class I binding data. (1) The peptide sequence is LFADINGKL. The MHC is HLA-A30:02 with pseudo-sequence HLA-A30:02. The binding affinity (normalized) is 0.226. (2) The peptide sequence is RPLMKNTYL. The MHC is HLA-B15:17 with pseudo-sequence HLA-B15:17. The binding affinity (normalized) is 0.0847. (3) The peptide sequence is YQNEVTPEY. The MHC is HLA-B15:09 with pseudo-sequence HLA-B15:09. The binding affinity (normalized) is 0.0847. (4) The peptide sequence is IQFMMSRRR. The MHC is HLA-A11:01 with pseudo-sequence HLA-A11:01. The binding affinity (normalized) is 0.454. (5) The peptide sequence is YTVRGTGKY. The MHC is HLA-A23:01 with pseudo-sequence HLA-A23:01. The binding affinity (normalized) is 0.0847. (6) The peptide sequence is GLEWNDNTV. The MHC is HLA-A02:03 with pseudo-sequence HLA-A02:03. The binding affinity (normalized) is 0.230. (7) The peptide sequence is EVFEIIRSY. The MHC is HLA-B35:01 with pseudo-sequence HLA-B35:01. The binding affinity (normalized) is 0.518.